From a dataset of Catalyst prediction with 721,799 reactions and 888 catalyst types from USPTO. Predict which catalyst facilitates the given reaction. (1) Reactant: O=P(Cl)(Cl)Cl.[S:6]1[C:14]2[C:9](=[N:10][CH:11]=[CH:12][C:13]=2O)[CH:8]=[CH:7]1.C(Cl)(=O)C([Cl:19])=O. Product: [Cl:19][C:13]1[CH:12]=[CH:11][N:10]=[C:9]2[CH:8]=[CH:7][S:6][C:14]=12. The catalyst class is: 26. (2) Reactant: [OH-].[Na+].[OH:3][C:4]1([CH3:33])[CH2:9][CH2:8][N:7]([C:10]2[N:15]=[C:14]([C:16]([NH:18][C:19]3[C:29]([CH3:30])=[CH:28][C:22]([C:23]([O:25]CC)=[O:24])=[CH:21][C:20]=3[CH3:31])=[O:17])[C:13]([CH3:32])=[CH:12][CH:11]=2)[CH2:6][CH2:5]1.CO. Product: [OH:3][C:4]1([CH3:33])[CH2:5][CH2:6][N:7]([C:10]2[N:15]=[C:14]([C:16]([NH:18][C:19]3[C:20]([CH3:31])=[CH:21][C:22]([C:23]([OH:25])=[O:24])=[CH:28][C:29]=3[CH3:30])=[O:17])[C:13]([CH3:32])=[CH:12][CH:11]=2)[CH2:8][CH2:9]1. The catalyst class is: 1. (3) Reactant: [CH2:1]([O:3][P:4]([CH2:9][C:10]1[CH:15]=[CH:14][C:13]([NH:16][C:17]2[N:22]=[C:21]([NH:23][C:24]3[C:25]([C:31](=[O:34])[NH:32][CH3:33])=[N:26][C:27]([Br:30])=[CH:28][CH:29]=3)[C:20]([C:35]([F:38])([F:37])[F:36])=[CH:19][N:18]=2)=[C:12]([O:39][CH3:40])[CH:11]=1)(=[O:8])[O:5]CC)[CH3:2].[I-].[Na+]. Product: [Br:30][C:27]1[N:26]=[C:25]([C:31](=[O:34])[NH:32][CH3:33])[C:24]([NH:23][C:21]2[C:20]([C:35]([F:38])([F:36])[F:37])=[CH:19][N:18]=[C:17]([NH:16][C:13]3[CH:14]=[CH:15][C:10]([CH2:9][P:4](=[O:5])([OH:8])[O:3][CH2:1][CH3:2])=[CH:11][C:12]=3[O:39][CH3:40])[N:22]=2)=[CH:29][CH:28]=1. The catalyst class is: 17. (4) Reactant: [C:1]12([CH2:11][O:12][C:13](=[O:18])[C:14](Br)([F:16])[F:15])[CH2:10][CH:5]3[CH2:6][CH:7]([CH2:9][CH:3]([CH2:4]3)[CH2:2]1)[CH2:8]2.O.[S:20](S([O-])=O)([O-:22])=[O:21].[Na+].[Na+].[CH2:28]([N:30]([CH2:33][CH3:34])[CH2:31][CH3:32])[CH3:29]. Product: [CH2:28]([NH+:30]([CH2:33][CH3:34])[CH2:31][CH3:32])[CH3:29].[C:1]12([CH2:11][O:12][C:13]([C:14]([F:16])([F:15])[S:20]([O-:22])=[O:21])=[O:18])[CH2:10][CH:5]3[CH2:6][CH:7]([CH2:9][CH:3]([CH2:4]3)[CH2:2]1)[CH2:8]2. The catalyst class is: 10. (5) Reactant: [F:1][C:2]([F:7])([F:6])[C:3](=[NH:5])[NH2:4].Br[CH2:9][C:10]([C:12]1[CH:17]=[CH:16][C:15]([N+:18]([O-:20])=[O:19])=[CH:14][CH:13]=1)=O.S([O-])([O-])(=O)=O.[Na+].[Na+]. Product: [N+:18]([C:15]1[CH:16]=[CH:17][C:12]([C:10]2[NH:4][C:3]([C:2]([F:7])([F:6])[F:1])=[N:5][CH:9]=2)=[CH:13][CH:14]=1)([O-:20])=[O:19]. The catalyst class is: 10. (6) Product: [C:5]([O:9][C:10](=[O:29])[N:11]([CH2:22][C:23]1[CH:24]=[CH:25][CH:26]=[CH:27][CH:28]=1)[CH2:12][C:13]1[CH:14]=[CH:15][CH:16]=[C:17]2[C:21]=1[NH:20][CH2:19][CH2:18]2)([CH3:8])([CH3:6])[CH3:7]. The catalyst class is: 342. Reactant: C([BH3-])#N.[Na+].[C:5]([O:9][C:10](=[O:29])[N:11]([CH2:22][C:23]1[CH:28]=[CH:27][CH:26]=[CH:25][CH:24]=1)[CH2:12][C:13]1[CH:14]=[CH:15][CH:16]=[C:17]2[C:21]=1[NH:20][CH:19]=[CH:18]2)([CH3:8])([CH3:7])[CH3:6]. (7) Reactant: [NH2:1][CH2:2][C:3]1[N:12]=[C:11]([NH:13][CH:14]([CH3:16])[CH3:15])[C:10]2[C:5](=[CH:6][CH:7]=[CH:8][CH:9]=2)[N:4]=1.[C:17]1([S:27](Cl)(=[O:29])=[O:28])[C:26]2[C:21](=[CH:22][CH:23]=[CH:24][CH:25]=2)[CH:20]=[CH:19][CH:18]=1.N1C=CC=CC=1. Product: [CH:14]([NH:13][C:11]1[C:10]2[C:5](=[CH:6][CH:7]=[CH:8][CH:9]=2)[N:4]=[C:3]([CH2:2][NH:1][S:27]([C:17]2[C:26]3[C:21](=[CH:22][CH:23]=[CH:24][CH:25]=3)[CH:20]=[CH:19][CH:18]=2)(=[O:29])=[O:28])[N:12]=1)([CH3:16])[CH3:15]. The catalyst class is: 1.